Dataset: Reaction yield outcomes from USPTO patents with 853,638 reactions. Task: Predict the reaction yield, written as a fraction of the theoretical maximum amount of product (1.0 means a 100% yield; for example, 0.34 means a 34% yield). (1) The reactants are [C:1]([O:4][CH2:5][C@@:6]([NH:26][C:27](=[O:29])[CH3:28])([CH3:25])[CH2:7][CH2:8][C:9]1[O:10][C:11]([C:14]#[C:15][CH2:16][CH2:17][CH2:18][C:19]2[CH:24]=[CH:23][CH:22]=[CH:21][CH:20]=2)=[CH:12][CH:13]=1)(=[O:3])[CH3:2]. The catalyst is CO.[Pd]. The product is [C:1]([O:4][CH2:5][C@@:6]([NH:26][C:27](=[O:29])[CH3:28])([CH3:25])[CH2:7][CH2:8][C:9]1[O:10][C:11]([CH2:14][CH2:15][CH2:16][CH2:17][CH2:18][C:19]2[CH:20]=[CH:21][CH:22]=[CH:23][CH:24]=2)=[CH:12][CH:13]=1)(=[O:3])[CH3:2]. The yield is 0.820. (2) The reactants are [NH:1]1[C:5]2[CH:6]=[CH:7][C:8]([C:10]([OH:12])=O)=[CH:9][C:4]=2[N:3]=[CH:2]1.[F:13][C:14]1[C:27]2[CH2:26][CH2:25][C@H:24]3[C@@H:19]([CH2:20][CH2:21][CH2:22][NH:23]3)[C:18]=2[CH:17]=[C:16]([F:28])[CH:15]=1. The catalyst is C(Cl)Cl.CO. The product is [NH:1]1[C:5]2[CH:6]=[CH:7][C:8]([C:10]([N:23]3[C@@H:24]4[C@H:19]([C:18]5[CH:17]=[C:16]([F:28])[CH:15]=[C:14]([F:13])[C:27]=5[CH2:26][CH2:25]4)[CH2:20][CH2:21][CH2:22]3)=[O:12])=[CH:9][C:4]=2[N:3]=[CH:2]1. The yield is 0.700. (3) The reactants are [CH3:1][O:2][C:3]1[CH:4]=[C:5]2[C:10](=[CH:11][C:12]=1[O:13][CH3:14])[N:9]=[CH:8][N:7]=[C:6]2[O:15][C:16]1[CH:17]=[C:18]([CH:20]=[CH:21][CH:22]=1)[NH2:19].[CH:23]([C:26]1[CH:30]=[C:29]([NH:31][C:32](=O)[O:33]C2C=CC=CC=2)[O:28][N:27]=1)([CH3:25])[CH3:24].C(N(CC)C(C)C)(C)C. The catalyst is CN(C)C1C=CN=CC=1.O1CCCC1. The product is [CH3:1][O:2][C:3]1[CH:4]=[C:5]2[C:10](=[CH:11][C:12]=1[O:13][CH3:14])[N:9]=[CH:8][N:7]=[C:6]2[O:15][C:16]1[CH:17]=[C:18]([NH:19][C:32]([NH:31][C:29]2[O:28][N:27]=[C:26]([CH:23]([CH3:25])[CH3:24])[CH:30]=2)=[O:33])[CH:20]=[CH:21][CH:22]=1. The yield is 0.190.